This data is from Reaction yield outcomes from USPTO patents with 853,638 reactions. The task is: Predict the reaction yield, written as a fraction of the theoretical maximum amount of product (1.0 means a 100% yield; for example, 0.34 means a 34% yield). (1) The product is [Br:1][C:13]1[CH:12]=[C:11]([CH2:9][CH3:10])[CH:16]=[CH:15][C:14]=1[OH:17]. The yield is 0.610. The reactants are [Br:1]N1C(=O)CCC1=O.[CH2:9]([C:11]1[CH:16]=[CH:15][C:14]([OH:17])=[CH:13][CH:12]=1)[CH3:10]. The catalyst is C(#N)C. (2) The reactants are Br[C:2]1[CH:3]=[CH:4][C:5]([F:17])=[C:6]([C:8]2[C:9]([C:15]#[N:16])=[CH:10][C:11]([F:14])=[CH:12][CH:13]=2)[CH:7]=1.C([O-])(=O)C.[K+].[B:23]1([B:23]2[O:28][CH2:27][C:26]([CH3:30])([CH3:29])[CH2:25][O:24]2)[O:28][CH2:27][C:26]([CH3:30])([CH3:29])[CH2:25][O:24]1.CS(C)=O. The catalyst is O1CCOCC1.C1C=CC([PH+]([C]2[CH][CH][CH][CH]2)C2C=CC=CC=2)=CC=1.C1C=CC([PH+]([C]2[CH][CH][CH][CH]2)C2C=CC=CC=2)=CC=1.C(Cl)Cl.Cl[Pd]Cl.[Fe]. The product is [CH3:29][C:26]1([CH3:30])[CH2:27][O:28][B:23]([C:2]2[CH:3]=[CH:4][C:5]([F:17])=[C:6]([C:8]3[C:9]([C:15]#[N:16])=[CH:10][C:11]([F:14])=[CH:12][CH:13]=3)[CH:7]=2)[O:24][CH2:25]1. The yield is 0.770.